Task: Predict the product of the given reaction.. Dataset: Forward reaction prediction with 1.9M reactions from USPTO patents (1976-2016) (1) The product is: [CH2:1]([O:8][C:9]1[CH:17]=[C:16]([O:18][CH2:19][C:20]2[CH:21]=[CH:22][CH:23]=[CH:24][CH:25]=2)[C:15]([C:26]([CH3:28])=[CH2:27])=[CH:14][C:10]=1[C:11]([N:48]1[CH2:49][C:50]2[C:55](=[CH:54][CH:53]=[C:52]([C:56]3([OH:63])[CH2:61][CH2:60][N:59]([CH3:62])[CH2:58][CH2:57]3)[CH:51]=2)[CH2:47]1)=[O:12])[C:2]1[CH:3]=[CH:4][CH:5]=[CH:6][CH:7]=1. Given the reactants [CH2:1]([O:8][C:9]1[CH:17]=[C:16]([O:18][CH2:19][C:20]2[CH:25]=[CH:24][CH:23]=[CH:22][CH:21]=2)[C:15]([C:26]([CH3:28])=[CH2:27])=[CH:14][C:10]=1[C:11](O)=[O:12])[C:2]1[CH:7]=[CH:6][CH:5]=[CH:4][CH:3]=1.Cl.C(N=C=N)C.ON1C2C=CC=CC=2N=N1.Cl.Cl.[CH2:47]1[C:55]2[C:50](=[CH:51][C:52]([C:56]3([OH:63])[CH2:61][CH2:60][N:59]([CH3:62])[CH2:58][CH2:57]3)=[CH:53][CH:54]=2)[CH2:49][NH:48]1.C(N(CC)CC)C, predict the reaction product. (2) Given the reactants CN(C(ON1N=NC2C=CC=CC1=2)=[N+](C)C)C.F[P-](F)(F)(F)(F)F.C(N(C(C)C)CC)(C)C.[N+:34]([C:37]1[CH:42]=[CH:41][C:40]([CH2:43][CH2:44][C:45]([NH:47][NH2:48])=[O:46])=[CH:39][CH:38]=1)([O-:36])=[O:35].[C:49]([C:53]1[CH:54]=[C:55]([CH:59]=[C:60]([C:62]([CH3:65])([CH3:64])[CH3:63])[CH:61]=1)[C:56](O)=[O:57])([CH3:52])([CH3:51])[CH3:50], predict the reaction product. The product is: [C:62]([C:60]1[CH:59]=[C:55]([CH:54]=[C:53]([C:49]([CH3:52])([CH3:51])[CH3:50])[CH:61]=1)[C:56]([NH:48][NH:47][C:45](=[O:46])[CH2:44][CH2:43][C:40]1[CH:39]=[CH:38][C:37]([N+:34]([O-:36])=[O:35])=[CH:42][CH:41]=1)=[O:57])([CH3:65])([CH3:64])[CH3:63]. (3) Given the reactants [CH3:1][C:2]1[CH:10]=[CH:9][CH:8]=[C:7]([CH3:11])[C:3]=1[C:4]([OH:6])=O.[CH:12]([NH2:15])([CH3:14])[CH3:13], predict the reaction product. The product is: [CH:12]([NH:15][C:4](=[O:6])[C:3]1[C:7]([CH3:11])=[CH:8][CH:9]=[CH:10][C:2]=1[CH3:1])([CH3:14])[CH3:13]. (4) Given the reactants Cl[C:2]1[N:7]=[CH:6][N:5]=[C:4]([NH2:8])[C:3]=1[C:9]1[O:13][N:12]=[C:11]([CH3:14])[N:10]=1.[NH2:15][C@@H:16]([C:19]1[N:28]([CH:29]2[CH2:31][CH2:30]2)[C:27](=[O:32])[C:26]2[C:21](=[CH:22][CH:23]=[CH:24][C:25]=2[Cl:33])[N:20]=1)[CH2:17][CH3:18].CCN(C(C)C)C(C)C.CCOC(C)=O, predict the reaction product. The product is: [NH2:8][C:4]1[N:5]=[CH:6][N:7]=[C:2]([NH:15][C@@H:16]([C:19]2[N:28]([CH:29]3[CH2:30][CH2:31]3)[C:27](=[O:32])[C:26]3[C:21](=[CH:22][CH:23]=[CH:24][C:25]=3[Cl:33])[N:20]=2)[CH2:17][CH3:18])[C:3]=1[C:9]1[O:13][N:12]=[C:11]([CH3:14])[N:10]=1. (5) Given the reactants [CH3:1][O:2][C@H:3]1[CH2:8][CH2:7][NH:6][C@H:5]([C:9]2[CH:18]=[CH:17][C:12]([C:13]([O:15][CH3:16])=[O:14])=[CH:11][CH:10]=2)[CH2:4]1.CO.[NH4+].[OH-], predict the reaction product. The product is: [CH3:1][O:2][C@H:3]1[CH2:8][CH2:7][NH:6][C@H:5]([C:9]2[CH:18]=[CH:17][C:12]([C:13]([O:15][CH3:16])=[O:14])=[CH:11][CH:10]=2)[CH2:4]1.[CH3:1][O:2][C@@H:3]1[CH2:8][CH2:7][NH:6][C@@H:5]([C:9]2[CH:18]=[CH:17][C:12]([C:13]([O:15][CH3:16])=[O:14])=[CH:11][CH:10]=2)[CH2:4]1. (6) Given the reactants [CH:1]1[C:13]2[CH:12]([CH2:14][O:15][C:16]([N:18]3[CH2:23][CH2:22][N:21]([CH:24]4[CH2:29][CH2:28][NH:27][CH2:26][CH2:25]4)[CH2:20][CH2:19]3)=[O:17])[C:11]3[C:6](=[CH:7][CH:8]=[CH:9][CH:10]=3)[C:5]=2[CH:4]=[CH:3][CH:2]=1.Br[CH2:31][C:32]1[C:33]([C:46]2[CH:51]=[CH:50][CH:49]=[CH:48][CH:47]=2)=[N:34][C:35]2[C:40]([C:41]=1[C:42]([O:44][CH3:45])=[O:43])=[CH:39][CH:38]=[CH:37][CH:36]=2.C(N(CC)C(C)C)C.O, predict the reaction product. The product is: [CH3:45][O:44][C:42]([C:41]1[C:40]2[C:35](=[CH:36][CH:37]=[CH:38][CH:39]=2)[N:34]=[C:33]([C:46]2[CH:51]=[CH:50][CH:49]=[CH:48][CH:47]=2)[C:32]=1[CH2:31][N:27]1[CH2:28][CH2:29][CH:24]([N:21]2[CH2:22][CH2:23][N:18]([C:16]([O:15][CH2:14][CH:12]3[C:11]4[CH:10]=[CH:9][CH:8]=[CH:7][C:6]=4[C:5]4[C:13]3=[CH:1][CH:2]=[CH:3][CH:4]=4)=[O:17])[CH2:19][CH2:20]2)[CH2:25][CH2:26]1)=[O:43]. (7) Given the reactants [S:1]1CC(O)S[CH2:3][CH:2]1O.[C:9]([CH2:11][C:12]([NH2:14])=[O:13])#[N:10].C(N(CC)CC)C, predict the reaction product. The product is: [NH2:10][C:9]1[S:1][CH:2]=[CH:3][C:11]=1[C:12]([NH2:14])=[O:13].